Task: Predict the reactants needed to synthesize the given product.. Dataset: Full USPTO retrosynthesis dataset with 1.9M reactions from patents (1976-2016) (1) The reactants are: [CH2:1]([NH:4][C:5]1[C:14]2[C:9](=[CH:10][CH:11]=[C:12]([N+:15]([O-:17])=[O:16])[CH:13]=2)[N:8]=[C:7]([NH2:18])[N:6]=1)[CH:2]=[CH2:3].[C:19](OC(=O)C)(=[O:21])[CH3:20].C(N(CC)CC)C.O. Given the product [C:19]([NH:18][C:7]1[N:6]=[C:5]([NH:4][CH2:1][CH:2]=[CH2:3])[C:14]2[C:9](=[CH:10][CH:11]=[C:12]([N+:15]([O-:17])=[O:16])[CH:13]=2)[N:8]=1)(=[O:21])[CH3:20], predict the reactants needed to synthesize it. (2) Given the product [CH3:19][N+:18]([CH2:17][CH2:16][OH:15])([CH3:21])[CH3:20].[CH:1]1[C:6]([Cl:7])=[CH:5][C:4]([Cl:8])=[C:3]([O:9][CH2:10][C:11]([O-:13])=[O:12])[CH:2]=1, predict the reactants needed to synthesize it. The reactants are: [CH:1]1[C:6]([Cl:7])=[CH:5][C:4]([Cl:8])=[C:3]([O:9][CH2:10][C:11]([OH:13])=[O:12])[CH:2]=1.[OH-].[OH:15][CH2:16][CH2:17][N+:18]([CH3:21])([CH3:20])[CH3:19]. (3) The reactants are: [CH2:1]([O:8][C:9]([N:11]1[CH2:16][CH2:15][CH:14]([N:17]2[C:25]3[C:20](=[CH:21][CH:22]=[C:23]([C:26]([O:28]C)=[O:27])[CH:24]=3)[CH:19]=[CH:18]2)[CH2:13][CH2:12]1)=[O:10])[C:2]1[CH:7]=[CH:6][CH:5]=[CH:4][CH:3]=1.CO.[OH-].[Na+].[Cl-].[NH4+]. Given the product [CH2:1]([O:8][C:9]([N:11]1[CH2:12][CH2:13][CH:14]([N:17]2[C:25]3[C:20](=[CH:21][CH:22]=[C:23]([C:26]([OH:28])=[O:27])[CH:24]=3)[CH:19]=[CH:18]2)[CH2:15][CH2:16]1)=[O:10])[C:2]1[CH:7]=[CH:6][CH:5]=[CH:4][CH:3]=1, predict the reactants needed to synthesize it. (4) Given the product [C:10]([O-:9])(=[O:2])/[CH:6]=[CH:7]/[C:3]([O-:5])=[O:4].[C:10]([OH:9])(=[O:2])/[CH:6]=[CH:7]/[C:3]([OH:5])=[O:4], predict the reactants needed to synthesize it. The reactants are: C=[O:2].[CH:3]([OH:5])=[O:4].[CH2:6]1[CH2:10][O:9]C[CH2:7]1.